Dataset: Full USPTO retrosynthesis dataset with 1.9M reactions from patents (1976-2016). Task: Predict the reactants needed to synthesize the given product. (1) Given the product [Br:1][C:2]1[CH:11]=[C:10]2[C:5]([C:6]([CH3:14])([CH3:13])[CH2:7][CH2:8][C:9]2=[N:16][OH:17])=[CH:4][CH:3]=1, predict the reactants needed to synthesize it. The reactants are: [Br:1][C:2]1[CH:11]=[C:10]2[C:5]([C:6]([CH3:14])([CH3:13])[CH2:7][CH2:8][C:9]2=O)=[CH:4][CH:3]=1.Cl.[NH2:16][OH:17].C([O-])(=O)C.[Na+].ClCCl. (2) The reactants are: [Br:1][C:2]1[CH:7]=[CH:6][C:5]([NH:8][CH:9]=[C:10]([C:16]([O:18]CC)=O)[C:11]([O:13][CH2:14][CH3:15])=[O:12])=[CH:4][C:3]=1[O:21][CH3:22]. Given the product [Br:1][C:2]1[CH:7]=[C:6]2[C:5](=[CH:4][C:3]=1[O:21][CH3:22])[NH:8][CH:9]=[C:10]([C:11]([O:13][CH2:14][CH3:15])=[O:12])[C:16]2=[O:18], predict the reactants needed to synthesize it. (3) Given the product [C:44]([O:43][C:41]([NH:29][CH2:30][C:31]([N:8]1[CH2:7][CH2:6][C:5]2[C:4]3[C:12](=[CH:13][CH:14]=[C:2]([CH3:1])[CH:3]=3)[NH:11][C:10]=2[CH:9]1[C:15]1[CH:16]=[C:17]([OH:21])[CH:18]=[CH:19][CH:20]=1)=[O:32])=[O:42])([CH3:47])([CH3:46])[CH3:45], predict the reactants needed to synthesize it. The reactants are: [CH3:1][C:2]1[CH:3]=[C:4]2[C:12](=[CH:13][CH:14]=1)[NH:11][C:10]1[CH:9]([C:15]3[CH:20]=[CH:19][CH:18]=[C:17]([OH:21])[CH:16]=3)[NH:8][CH2:7][CH2:6][C:5]2=1.CCN(CC)CC.[NH:29]([C:41]([O:43][C:44]([CH3:47])([CH3:46])[CH3:45])=[O:42])[CH2:30][C:31](ON1C(=O)CCC1=O)=[O:32]. (4) Given the product [NH2:19][C:10]1[C:9]2[N:8]=[CH:7][N:6]([CH2:5][CH2:4][CH2:3][CH2:2][NH:1][C:31](=[O:32])[C:30]3[CH:29]=[CH:28][C:27]([O:20][C:21]4[CH:26]=[CH:25][CH:24]=[CH:23][CH:22]=4)=[CH:35][CH:34]=3)[C:18]=2[C:17]2[CH:16]=[CH:15][CH:14]=[CH:13][C:12]=2[N:11]=1, predict the reactants needed to synthesize it. The reactants are: [NH2:1][CH2:2][CH2:3][CH2:4][CH2:5][N:6]1[C:18]2[C:17]3[CH:16]=[CH:15][CH:14]=[CH:13][C:12]=3[N:11]=[C:10]([NH2:19])[C:9]=2[N:8]=[CH:7]1.[O:20]([C:27]1[CH:35]=[CH:34][C:30]([C:31](Cl)=[O:32])=[CH:29][CH:28]=1)[C:21]1[CH:26]=[CH:25][CH:24]=[CH:23][CH:22]=1. (5) The reactants are: [CH3:1][CH:2]1[CH2:10][C:9]2[C:4](=[CH:5][CH:6]=[CH:7][CH:8]=2)[N:3]1[NH:11][C:12]([C:14]1[CH:15]=[N:16][C:17]([C:20]2[CH:25]=[CH:24][CH:23]=[C:22]([F:26])[CH:21]=2)=[N:18][CH:19]=1)=[O:13]. Given the product [CH3:1][C:2]1[N:3]([NH:11][C:12]([C:14]2[CH:15]=[N:16][C:17]([C:20]3[CH:25]=[CH:24][CH:23]=[C:22]([F:26])[CH:21]=3)=[N:18][CH:19]=2)=[O:13])[C:4]2[C:9]([CH:10]=1)=[CH:8][CH:7]=[CH:6][CH:5]=2, predict the reactants needed to synthesize it. (6) Given the product [CH3:15][O:16][C:17]1[CH:25]=[CH:24][C:20]([CH2:21][C:11]([CH:5]([C:6]([O:8][CH2:9][CH3:10])=[O:7])[C:4]([O:3][CH2:1][CH3:2])=[O:14])([CH3:12])[CH3:13])=[CH:19][CH:18]=1, predict the reactants needed to synthesize it. The reactants are: [CH2:1]([O:3][C:4](=[O:14])[C:5](=[C:11]([CH3:13])[CH3:12])[C:6]([O:8][CH2:9][CH3:10])=[O:7])[CH3:2].[CH3:15][O:16][C:17]1[CH:25]=[CH:24][C:20]([CH2:21][Mg]Cl)=[CH:19][CH:18]=1.Cl. (7) Given the product [CH2:1]([O:3][C:4](=[O:26])[CH2:5][N:6]1[CH2:7][CH:8]([C:19]2[CH:24]=[CH:23][CH:22]=[CH:21][C:20]=2[Cl:25])[C:9]2[CH:17]=[C:16]([Cl:18])[CH:15]=[CH:14][C:10]=2[CH:11]([CH2:30][C:29]([CH3:31])=[CH2:28])[C:12]1=[O:13])[CH3:2], predict the reactants needed to synthesize it. The reactants are: [CH2:1]([O:3][C:4](=[O:26])[CH2:5][N:6]1[C:12](=[O:13])[CH2:11][C:10]2[CH:14]=[CH:15][C:16]([Cl:18])=[CH:17][C:9]=2[CH:8]([C:19]2[CH:24]=[CH:23][CH:22]=[CH:21][C:20]=2[Cl:25])[CH2:7]1)[CH3:2].Br[CH2:28][C:29]([CH3:31])=[CH2:30].Cl.O. (8) Given the product [CH2:1]([O:5][CH2:6][CH2:7][O:8][C:9]1[CH:10]=[CH:11][C:12]([C:15]2[CH:20]=[CH:19][C:18]([N:21]3[CH2:26][CH2:25][CH2:24][CH2:23][CH2:22]3)=[C:17](/[CH:27]=[CH:28]/[C:29]([NH:53][C:52]3[CH:51]=[CH:50][C:49]([S@:47]([CH2:46][C:45]4[N:41]([CH2:38][CH2:39][CH3:40])[CH:42]=[N:43][CH:44]=4)=[O:48])=[CH:55][CH:54]=3)=[O:30])[CH:16]=2)=[CH:13][CH:14]=1)[CH2:2][CH2:3][CH3:4], predict the reactants needed to synthesize it. The reactants are: [CH2:1]([O:5][CH2:6][CH2:7][O:8][C:9]1[CH:14]=[CH:13][C:12]([C:15]2[CH:20]=[CH:19][C:18]([N:21]3[CH2:26][CH2:25][CH2:24][CH2:23][CH2:22]3)=[C:17](/[CH:27]=[CH:28]/[C:29](O)=[O:30])[CH:16]=2)=[CH:11][CH:10]=1)[CH2:2][CH2:3][CH3:4].C(Cl)(=O)C(Cl)=O.[CH2:38]([N:41]1[C:45]([CH2:46][S@@:47]([C:49]2[CH:55]=[CH:54][C:52]([NH2:53])=[CH:51][CH:50]=2)=[O:48])=[CH:44][N:43]=[CH:42]1)[CH2:39][CH3:40].C(N(CC)CC)C. (9) Given the product [C:1]1([S:7]([N:10]([CH2:38][C:39]2[CH:44]=[CH:43][CH:42]=[CH:41][CH:40]=2)[C:11]2[CH:12]=[C:13]([O:25][C:26](=[O:33])[C:27]3[CH:28]=[CH:29][CH:30]=[CH:31][CH:32]=3)[CH:14]=[CH:15][C:16]=2[O:17][CH2:18][C:19]2[CH:24]=[CH:23][CH:22]=[CH:21][CH:20]=2)(=[O:8])=[O:9])[CH:2]=[CH:3][CH:4]=[CH:5][CH:6]=1, predict the reactants needed to synthesize it. The reactants are: [C:1]1([S:7]([NH:10][C:11]2[CH:12]=[C:13]([O:25][C:26](=[O:33])[C:27]3[CH:32]=[CH:31][CH:30]=[CH:29][CH:28]=3)[CH:14]=[CH:15][C:16]=2[O:17][CH2:18][C:19]2[CH:24]=[CH:23][CH:22]=[CH:21][CH:20]=2)(=[O:9])=[O:8])[CH:6]=[CH:5][CH:4]=[CH:3][CH:2]=1.[H-].[Na+].[H][H].[CH2:38](Cl)[C:39]1[CH:44]=[CH:43][CH:42]=[CH:41][CH:40]=1. (10) Given the product [NH2:5][C@H:6]([CH3:28])[CH2:7][C:8]1[CH:9]=[CH:10][C:11]([S:14]([C:17]2[CH:18]=[CH:19][C:20]([C:21]([O:23][CH2:24][CH3:25])=[O:22])=[CH:26][CH:27]=2)(=[O:16])=[O:15])=[CH:12][CH:13]=1, predict the reactants needed to synthesize it. The reactants are: FC(F)(F)C([NH:5][C@H:6]([CH3:28])[CH2:7][C:8]1[CH:13]=[CH:12][C:11]([S:14]([C:17]2[CH:27]=[CH:26][C:20]([C:21]([O:23][CH2:24][CH3:25])=[O:22])=[CH:19][CH:18]=2)(=[O:16])=[O:15])=[CH:10][CH:9]=1)=O.[OH-].[Na+].